This data is from Peptide-MHC class II binding affinity with 134,281 pairs from IEDB. The task is: Regression. Given a peptide amino acid sequence and an MHC pseudo amino acid sequence, predict their binding affinity value. This is MHC class II binding data. The peptide sequence is LHNIRSLTKMILVLI. The MHC is DRB1_0101 with pseudo-sequence DRB1_0101. The binding affinity (normalized) is 0.622.